This data is from Peptide-MHC class I binding affinity with 185,985 pairs from IEDB/IMGT. The task is: Regression. Given a peptide amino acid sequence and an MHC pseudo amino acid sequence, predict their binding affinity value. This is MHC class I binding data. (1) The peptide sequence is VHDREGNEV. The MHC is HLA-B08:01 with pseudo-sequence HLA-B08:01. The binding affinity (normalized) is 0.0847. (2) The peptide sequence is FPHCLAFSY. The MHC is HLA-B51:01 with pseudo-sequence HLA-B51:01. The binding affinity (normalized) is 0.458. (3) The peptide sequence is AELLPDTTY. The MHC is HLA-B40:01 with pseudo-sequence HLA-B40:01. The binding affinity (normalized) is 0.0131. (4) The binding affinity (normalized) is 0.531. The MHC is HLA-A02:01 with pseudo-sequence HLA-A02:01. The peptide sequence is KLVVLGVNAV.